From a dataset of Forward reaction prediction with 1.9M reactions from USPTO patents (1976-2016). Predict the product of the given reaction. Given the reactants Br[C:2]1[C:10]2[C:6](=[CH:7][N:8]([C:11]3[CH:24]=[CH:23][C:14]([O:15][CH2:16][C@@H:17]([NH:19][C:20](=[O:22])[CH3:21])[CH3:18])=[CH:13][CH:12]=3)[N:9]=2)[CH:5]=[CH:4][C:3]=1[O:25][CH2:26][CH:27]1[CH2:29][CH2:28]1.[CH3:30][N:31](C)C(=O)C, predict the reaction product. The product is: [C:30]([C:2]1[C:10]2[C:6](=[CH:7][N:8]([C:11]3[CH:24]=[CH:23][C:14]([O:15][CH2:16][C@@H:17]([NH:19][C:20](=[O:22])[CH3:21])[CH3:18])=[CH:13][CH:12]=3)[N:9]=2)[CH:5]=[CH:4][C:3]=1[O:25][CH2:26][CH:27]1[CH2:29][CH2:28]1)#[N:31].